From a dataset of Catalyst prediction with 721,799 reactions and 888 catalyst types from USPTO. Predict which catalyst facilitates the given reaction. (1) Reactant: [CH:1]([C:4]1[C:8]2=[N:9][C:10]([C:13]([NH:15][C:16]3[CH:17]=[N:18][CH:19]=[CH:20][C:21]=3[N:22]3[CH2:27][C@H:26]([CH3:28])[CH2:25][C@H:24]([NH:29]C(=O)OC(C)(C)C)[CH2:23]3)=[O:14])=[CH:11][CH:12]=[C:7]2[O:6][CH:5]=1)([CH3:3])[CH3:2].C(O)(C(F)(F)F)=O.N. Product: [NH2:29][C@H:24]1[CH2:25][C@@H:26]([CH3:28])[CH2:27][N:22]([C:21]2[CH:20]=[CH:19][N:18]=[CH:17][C:16]=2[NH:15][C:13]([C:10]2[N:9]=[C:8]3[C:4]([CH:1]([CH3:3])[CH3:2])=[CH:5][O:6][C:7]3=[CH:12][CH:11]=2)=[O:14])[CH2:23]1. The catalyst class is: 2. (2) Reactant: II.[CH3:3][C:4]1([CH3:19])[C:12]2[C:7](=[CH:8][C:9]([NH2:14])=[C:10]([NH2:13])[CH:11]=2)[C:6]([CH3:16])([CH3:15])[C:5]1([CH3:18])[CH3:17].[CH2:20](OC(OCC)OCC)C. Product: [CH3:3][C:4]1([CH3:19])[C:12]2[C:7](=[CH:8][C:9]3[NH:14][CH:20]=[N:13][C:10]=3[CH:11]=2)[C:6]([CH3:16])([CH3:15])[C:5]1([CH3:18])[CH3:17]. The catalyst class is: 10. (3) Reactant: C1(O[C:8](=[O:16])[O:9][C:10]2[CH:15]=[CH:14][CH:13]=[CH:12][CH:11]=2)C=CC=CC=1.[C@@H:17]1([NH2:26])[CH2:24][CH2:23][CH:22]=[CH:21][CH2:20][CH2:19][C@@H:18]1[NH2:25]. Product: [NH2:25][C@@H:18]1[C@H:17]([NH:26][C:8](=[O:16])[O:9][C:10]2[CH:11]=[CH:12][CH:13]=[CH:14][CH:15]=2)[CH2:24][CH2:23][CH:22]=[CH:21][CH2:20][CH2:19]1. The catalyst class is: 4. (4) Reactant: O.NN.[OH-].[K+].C(OC([N:11]1[CH2:16][CH2:15][CH:14]([NH:17][C:18]2[CH:23]=[CH:22][C:21]([NH:24][C:25](=[O:34])[C:26]3[CH:31]=[C:30]([Cl:32])[CH:29]=[CH:28][C:27]=3[OH:33])=[CH:20][C:19]=2[F:35])[CH2:13][CH2:12]1)=O)C.[Cl-].[NH4+]. Product: [Cl:32][C:30]1[CH:29]=[CH:28][C:27]([OH:33])=[C:26]([CH:31]=1)[C:25]([NH:24][C:21]1[CH:22]=[CH:23][C:18]([NH:17][CH:14]2[CH2:15][CH2:16][NH:11][CH2:12][CH2:13]2)=[C:19]([F:35])[CH:20]=1)=[O:34]. The catalyst class is: 746. (5) Reactant: C([O:5][C:6](=[O:54])[C:7]([O:10]/[N:11]=[C:12](/[C:41]1[N:42]=[C:43]([NH:46]C(OC(C)(C)C)=O)[S:44][CH:45]=1)\[C:13]([NH:15][C@@H:16]1[C:19](=[O:20])[N:18]([S:21]([OH:24])(=[O:23])=[O:22])[C@@H:17]1[CH2:25][N:26]1[CH2:30][C@H:29]([CH2:31][NH:32]C(OC(C)(C)C)=O)[O:28][C:27]1=[O:40])=[O:14])([CH3:9])[CH3:8])(C)(C)C.C(O)(C(F)(F)F)=O. Product: [NH2:32][CH2:31][C@@H:29]1[O:28][C:27](=[O:40])[N:26]([CH2:25][C@@H:17]2[C@H:16]([NH:15][C:13](=[O:14])/[C:12](=[N:11]\[O:10][C:7]([CH3:8])([CH3:9])[C:6]([OH:54])=[O:5])/[C:41]3[N:42]=[C:43]([NH2:46])[S:44][CH:45]=3)[C:19](=[O:20])[N:18]2[S:21]([OH:24])(=[O:22])=[O:23])[CH2:30]1. The catalyst class is: 2. (6) Reactant: [Cl:1][C:2]1[CH:3]=[CH:4][C:5]2[N:9]=[C:8]([CH:10]([NH:19][C:20](=[O:35])[C:21]3[CH:26]=[CH:25][C:24]([C:27]([N:29]4[CH2:33][CH2:32][CH2:31][CH2:30]4)=[O:28])=[C:23]([CH3:34])[CH:22]=3)[CH2:11][C:12]3[CH:17]=[CH:16][C:15]([OH:18])=[CH:14][CH:13]=3)[NH:7][C:6]=2[CH:36]=1.Br[CH2:38][C:39]([O:41][CH3:42])=[O:40].[C:43](=O)([O-])[O-:44].[K+].[K+].ClCl.ClCCl.[CH2:54]([OH:56])[CH3:55]. Product: [Cl:1][C:2]1[CH:3]=[CH:4][C:5]2[N:9]=[C:8]([CH:10]([NH:19][C:20](=[O:35])[C:21]3[CH:26]=[CH:25][C:24]([C:27]([N:29]4[CH2:33][CH2:32][CH2:31][CH2:30]4)=[O:28])=[C:23]([CH3:34])[CH:22]=3)[CH2:11][C:12]3[CH:13]=[CH:14][C:15]([O:18][CH2:38][C:39]([O:41][CH3:42])=[O:40])=[CH:16][CH:17]=3)[N:7]([CH2:55][C:54]([O:44][CH3:43])=[O:56])[C:6]=2[CH:36]=1. The catalyst class is: 9.